From a dataset of Reaction yield outcomes from USPTO patents with 853,638 reactions. Predict the reaction yield, written as a fraction of the theoretical maximum amount of product (1.0 means a 100% yield; for example, 0.34 means a 34% yield). The reactants are [CH3:1][C:2]1[O:6][N:5]=[C:4]([C:7]2[CH:12]=[CH:11][N:10]=[CH:9][CH:8]=2)[C:3]=1[CH2:13][O:14][C:15]1[CH:23]=[CH:22][C:18]([C:19]([OH:21])=O)=[CH:17][N:16]=1.[CH:24]([NH2:27])([CH3:26])[CH3:25]. No catalyst specified. The product is [CH:24]([NH:27][C:19](=[O:21])[C:18]1[CH:22]=[CH:23][C:15]([O:14][CH2:13][C:3]2[C:4]([C:7]3[CH:8]=[CH:9][N:10]=[CH:11][CH:12]=3)=[N:5][O:6][C:2]=2[CH3:1])=[N:16][CH:17]=1)([CH3:26])[CH3:25]. The yield is 0.700.